This data is from Catalyst prediction with 721,799 reactions and 888 catalyst types from USPTO. The task is: Predict which catalyst facilitates the given reaction. (1) Reactant: F[C:2]1[CH:7]=[C:6]([C:8]2[C:16]3[C:11](=[N:12][CH:13]=[CH:14][CH:15]=3)[NH:10][CH:9]=2)[CH:5]=[C:4]([F:17])[N:3]=1.[C@H:18]1([NH2:25])[CH2:23][CH2:22][C@H:21]([NH2:24])[CH2:20][CH2:19]1. Product: [F:17][C:4]1[N:3]=[C:2]([NH:24][C@H:21]2[CH2:22][CH2:23][C@H:18]([NH2:25])[CH2:19][CH2:20]2)[CH:7]=[C:6]([C:8]2[C:16]3[C:11](=[N:12][CH:13]=[CH:14][CH:15]=3)[NH:10][CH:9]=2)[CH:5]=1. The catalyst class is: 8. (2) Reactant: [F:1][C:2]1[CH:9]=[CH:8][C:5]([CH2:6][OH:7])=[CH:4][CH:3]=1.CC(C)([O-])C.[K+].[Cl:16][C:17]1[CH:22]=[N:21][CH:20]=[C:19](Cl)[N:18]=1. Product: [Cl:16][C:17]1[CH:22]=[N:21][CH:20]=[C:19]([O:7][CH2:6][C:5]2[CH:8]=[CH:9][C:2]([F:1])=[CH:3][CH:4]=2)[N:18]=1. The catalyst class is: 16. (3) The catalyst class is: 272. Reactant: [CH3:1][O:2][C:3]1[CH:11]=[CH:10][C:6]([C:7](Cl)=[O:8])=[CH:5][CH:4]=1.N[CH:13]([CH2:21][NH:22][C:23]1[C:28]([CH2:29][CH3:30])=[C:27]([N:31]2[CH2:36][CH2:35][CH:34]([C:37]3[CH:46]=[CH:45][C:44]4[CH2:43][CH2:42][CH2:41][NH:40][C:39]=4[N:38]=3)[CH2:33][CH2:32]2)[N:26]=[CH:25][N:24]=1)[C:14]([O:16][C:17]([CH3:20])([CH3:19])[CH3:18])=[O:15]. Product: [CH2:29]([C:28]1[C:23]([NH:22][CH2:21][CH:13]([C:7](=[O:8])[C:6]2[CH:10]=[CH:11][C:3]([O:2][CH3:1])=[CH:4][CH:5]=2)[C:14]([O:16][C:17]([CH3:18])([CH3:20])[CH3:19])=[O:15])=[N:24][CH:25]=[N:26][C:27]=1[N:31]1[CH2:36][CH2:35][CH:34]([C:37]2[CH:46]=[CH:45][C:44]3[CH2:43][CH2:42][CH2:41][NH:40][C:39]=3[N:38]=2)[CH2:33][CH2:32]1)[CH3:30]. (4) Reactant: [Si:1]([O:8][CH:9]1[C:13]2([CH2:15][CH2:14]2)[C:12](=[O:16])[NH:11][CH:10]1[CH3:17])([C:4]([CH3:7])([CH3:6])[CH3:5])([CH3:3])[CH3:2].Br[C:19]1[CH:26]=[CH:25][C:22]([C:23]#[N:24])=[C:21]([Cl:27])[CH:20]=1.C(=O)([O-])[O-].[Cs+].[Cs+].C1(P(C2C=CC=CC=2)C2C3OC4C(=CC=CC=4P(C4C=CC=CC=4)C4C=CC=CC=4)C(C)(C)C=3C=CC=2)C=CC=CC=1. Product: [Si:1]([O:8][C@@H:9]1[C:13]2([CH2:14][CH2:15]2)[C:12](=[O:16])[N:11]([C:19]2[CH:26]=[CH:25][C:22]([C:23]#[N:24])=[C:21]([Cl:27])[CH:20]=2)[C@@H:10]1[CH3:17])([C:4]([CH3:7])([CH3:6])[CH3:5])([CH3:3])[CH3:2]. The catalyst class is: 110. (5) Reactant: [I-:1].[OH:2][C:3]1[C:8]([O:9][CH3:10])=[C:7]([O:11][CH3:12])[C:6]([OH:13])=[C:5]([CH3:14])[C:4]=1[CH2:15][CH2:16][CH2:17][CH2:18][CH2:19][P+:20]([C:33]1[CH:38]=[CH:37][CH:36]=[CH:35][CH:34]=1)([C:27]1[CH:32]=[CH:31][CH:30]=[CH:29][CH:28]=1)[C:21]1[CH:26]=[CH:25][CH:24]=[CH:23][CH:22]=1.O=O. Product: [I-:1].[CH3:12][O:11][C:7]1[C:6](=[O:13])[C:5]([CH3:14])=[C:4]([CH2:15][CH2:16][CH2:17][CH2:18][CH2:19][P+:20]([C:33]2[CH:34]=[CH:35][CH:36]=[CH:37][CH:38]=2)([C:27]2[CH:28]=[CH:29][CH:30]=[CH:31][CH:32]=2)[C:21]2[CH:22]=[CH:23][CH:24]=[CH:25][CH:26]=2)[C:3](=[O:2])[C:8]=1[O:9][CH3:10]. The catalyst class is: 2. (6) The catalyst class is: 2. Reactant: [Br:1][C:2]1[CH:11]=[CH:10][CH:9]=[C:8]2[C:3]=1[CH:4]=[CH:5][C:6]([O:49][CH3:50])=[C:7]2[CH2:12][N:13]1[C:19](=[O:20])[C@@H:18]([NH:21][C:22](=[O:34])[C@@H:23]([N:25](C)[C:26](=O)OC(C)(C)C)[CH3:24])[C@H:17]([CH3:35])[N:16]([C:36](=[O:42])[CH2:37][S:38]([CH3:41])(=[O:40])=[O:39])[C:15]2[CH:43]=[CH:44][C:45]([C:47]#[N:48])=[CH:46][C:14]1=2.[C:51]([OH:57])([C:53]([F:56])([F:55])[F:54])=[O:52]. Product: [F:54][C:53]([F:56])([F:55])[C:51]([OH:57])=[O:52].[Br:1][C:2]1[CH:11]=[CH:10][CH:9]=[C:8]2[C:3]=1[CH:4]=[CH:5][C:6]([O:49][CH3:50])=[C:7]2[CH2:12][N:13]1[C:19](=[O:20])[C@@H:18]([NH:21][C:22](=[O:34])[C@@H:23]([NH:25][CH3:26])[CH3:24])[C@H:17]([CH3:35])[N:16]([C:36](=[O:42])[CH2:37][S:38]([CH3:41])(=[O:40])=[O:39])[C:15]2[CH:43]=[CH:44][C:45]([C:47]#[N:48])=[CH:46][C:14]1=2. (7) Reactant: [CH3:1][O:2][C:3]([C:5]1[CH:6]=[N:7][C:8]([C:11]([OH:13])=O)=[N:9][CH:10]=1)=[O:4].S(Cl)([Cl:16])=O. Product: [Cl:16][C:11]([C:8]1[N:7]=[CH:6][C:5]([C:3]([O:2][CH3:1])=[O:4])=[CH:10][N:9]=1)=[O:13]. The catalyst class is: 6. (8) Reactant: [Br:1][C:2]1[CH:3]=[C:4]([C@@:8]([NH:18][S@@](C(C)(C)C)=O)([CH2:11][C@H:12]([OH:17])[C:13]([F:16])([F:15])[F:14])[CH2:9][F:10])[CH:5]=[CH:6][CH:7]=1.O1CCOCC1.[OH-].[Na+]. The catalyst class is: 646. Product: [NH2:18][C@@:8]([C:4]1[CH:5]=[CH:6][CH:7]=[C:2]([Br:1])[CH:3]=1)([CH2:9][F:10])[CH2:11][C@H:12]([OH:17])[C:13]([F:15])([F:16])[F:14]. (9) Product: [Br:1][C:2]1[CH:10]=[C:9]([NH:11][S:19]([CH3:22])(=[O:21])=[O:20])[CH:8]=[C:7]2[C:3]=1[CH:4]=[CH:5][NH:6]2. Reactant: [Br:1][C:2]1[CH:10]=[C:9]([NH2:11])[CH:8]=[C:7]2[C:3]=1[CH:4]=[CH:5][NH:6]2.C(N(CC)CC)C.[S:19](Cl)([CH3:22])(=[O:21])=[O:20]. The catalyst class is: 17.